From a dataset of Catalyst prediction with 721,799 reactions and 888 catalyst types from USPTO. Predict which catalyst facilitates the given reaction. (1) Reactant: [Br:1][C:2]1[C:7]([OH:8])=[C:6]([N+:9]([O-])=O)[CH:5]=[CH:4][N:3]=1.C1COCC1. Product: [NH2:9][C:6]1[CH:5]=[CH:4][N:3]=[C:2]([Br:1])[C:7]=1[OH:8]. The catalyst class is: 465. (2) Reactant: [N+:1]([CH2:4][C:5]([O:7][CH2:8][CH3:9])=[O:6])([O-:3])=O.[C:10]1([CH2:16][CH2:17][C:18]#[CH:19])[CH:15]=[CH:14][CH:13]=[CH:12][CH:11]=1.N12CCN(CC1)CC2.Cl. Product: [C:10]1([CH2:16][CH2:17][C:18]2[O:3][N:1]=[C:4]([C:5]([O:7][CH2:8][CH3:9])=[O:6])[CH:19]=2)[CH:15]=[CH:14][CH:13]=[CH:12][CH:11]=1. The catalyst class is: 22. (3) Reactant: [CH3:1][C@H:2]1[O:7][C@@H:6]([CH3:8])[CH2:5][N:4]([C:9]2[C:23]([CH2:24][OH:25])=[CH:22][C:12]3[C:13]([C:16]4[N:17]=[C:18]([CH3:21])[O:19][CH:20]=4)=[N:14][O:15][C:11]=3[C:10]=2[F:26])[CH2:3]1. Product: [CH3:1][C@H:2]1[O:7][C@@H:6]([CH3:8])[CH2:5][N:4]([C:9]2[C:23]([CH:24]=[O:25])=[CH:22][C:12]3[C:13]([C:16]4[N:17]=[C:18]([CH3:21])[O:19][CH:20]=4)=[N:14][O:15][C:11]=3[C:10]=2[F:26])[CH2:3]1. The catalyst class is: 177. (4) Reactant: [H-].[Na+].[CH3:3][O:4][C:5]1[CH:6]=[C:7]2[C:12](=[CH:13][C:14]=1F)[N:11]=[CH:10][C:9]([C:16]#[N:17])=[C:8]2[NH:18][C:19]1[CH:24]=[C:23]([O:25][CH3:26])[C:22]([O:27][CH3:28])=[C:21]([O:29][CH3:30])[CH:20]=1. Product: [CH3:3][O:4][C:5]1[CH:6]=[C:7]2[C:12](=[CH:13][C:14]=1[O:27][CH2:22][CH2:23][O:25][CH3:26])[N:11]=[CH:10][C:9]([C:16]#[N:17])=[C:8]2[NH:18][C:19]1[CH:24]=[C:23]([O:25][CH3:26])[C:22]([O:27][CH3:28])=[C:21]([O:29][CH3:30])[CH:20]=1. The catalyst class is: 141. (5) Reactant: C[O:2][C:3]1[C:8]2[C:9]([C:21]3[CH:22]=[C:23]([C:26]([O:28][CH3:29])=[O:27])[S:24][CH:25]=3)=[N:10][N:11]([CH2:12][C:13]3[CH:18]=[CH:17][C:16]([O:19][CH3:20])=[CH:15][CH:14]=3)[C:7]=2[CH:6]=[CH:5][N:4]=1.[I-].[Na+].Cl[Si](C)(C)C.C(=O)([O-])O.[Na+]. Product: [CH3:20][O:19][C:16]1[CH:15]=[CH:14][C:13]([CH2:12][N:11]2[C:7]3[CH:6]=[CH:5][NH:4][C:3](=[O:2])[C:8]=3[C:9]([C:21]3[CH:22]=[C:23]([C:26]([O:28][CH3:29])=[O:27])[S:24][CH:25]=3)=[N:10]2)=[CH:18][CH:17]=1. The catalyst class is: 10. (6) Reactant: [OH:1][CH:2]([CH2:6][CH2:7][S:8][CH3:9])[C:3]([OH:5])=[O:4].C.[CH2:11](O)[CH2:12][CH2:13][CH2:14][CH2:15][CH2:16][CH2:17][CH2:18][CH2:19][CH2:20][CH2:21][CH3:22].S([O-])(O)(=O)=O.[Na+]. Product: [OH:1][CH:2]([CH2:6][CH2:7][S:8][CH3:9])[C:3]([O:5][CH2:22][CH2:21][CH2:20][CH2:19][CH2:18][CH2:17][CH2:16][CH2:15][CH2:14][CH2:13][CH2:12][CH3:11])=[O:4]. The catalyst class is: 226. (7) Reactant: [CH3:1][C:2]1[O:3][C:4]([C:10]([F:13])([F:12])[F:11])=[C:5]([C:7]([OH:9])=O)[N:6]=1.O1CCCC1.C(Cl)(=O)C(Cl)=O.[NH2:25][C:26]1[CH:27]=[C:28]([CH:45]=[CH:46][C:47]=1[F:48])[O:29][C:30]1[CH:31]=[CH:32][C:33]2[N:34]([N:36]=[C:37]([NH:39][C:40]([CH:42]3[CH2:44][CH2:43]3)=[O:41])[N:38]=2)[CH:35]=1. Product: [CH:42]1([C:40]([NH:39][C:37]2[N:38]=[C:33]3[CH:32]=[CH:31][C:30]([O:29][C:28]4[CH:45]=[CH:46][C:47]([F:48])=[C:26]([NH:25][C:7]([C:5]5[N:6]=[C:2]([CH3:1])[O:3][C:4]=5[C:10]([F:13])([F:12])[F:11])=[O:9])[CH:27]=4)=[CH:35][N:34]3[N:36]=2)=[O:41])[CH2:43][CH2:44]1. The catalyst class is: 402. (8) Reactant: [Cl:1][C:2]1[CH:3]=[CH:4][C:5]([N+:19]([O-])=O)=[C:6]([CH:18]=1)[CH:7]=[C:8]1[C:12]2[CH:13]=[CH:14][CH:15]=[CH:16][C:11]=2[C:10](=[O:17])[O:9]1.[Cl-].[NH4+].O. Product: [NH2:19][C:5]1[CH:4]=[CH:3][C:2]([Cl:1])=[CH:18][C:6]=1[CH:7]=[C:8]1[C:12]2[CH:13]=[CH:14][CH:15]=[CH:16][C:11]=2[C:10](=[O:17])[O:9]1. The catalyst class is: 8.